This data is from Experimentally validated miRNA-target interactions with 360,000+ pairs, plus equal number of negative samples. The task is: Binary Classification. Given a miRNA mature sequence and a target amino acid sequence, predict their likelihood of interaction. The protein sequence of the target gene is MITFLPIIFSILIVVIFVIGNFANGFIALVNSIEWVKRQKISFVDQILTALAVSRVGLLWVLLLHWYATQLNPAFYSVEVRITAYNVWAVTNHFSSWLATSLSMFYLLRIANFSNLIFLRIKRRVKSVVLVILLGPLLFLVCHLFVINMDETVWTKEYEGNVTWKIKLRSAMYHSNMTLTMLANFVPLTLTLISFLLLICSLCKHLKKMQLHGKGSQDPSTKVHIKALQTVTSFLLLCAIYFLSMIISVCNFGRLEKQPVFMFCQAIIFSYPSTHPFILILGNKKLKQIFLSVLRHVRYW.... The miRNA is hsa-miR-627-3p with sequence UCUUUUCUUUGAGACUCACU. Result: 1 (interaction).